Task: Predict the product of the given reaction.. Dataset: Forward reaction prediction with 1.9M reactions from USPTO patents (1976-2016) (1) Given the reactants N([O-])=O.[Na+].[N+:5]([C:8]1[CH:14]=[C:12](N)[C:11]([CH3:15])=[CH:10][C:9]=1[CH3:16])([O-:7])=[O:6].[ClH:17], predict the reaction product. The product is: [Cl:17][C:12]1[CH:14]=[C:8]([N+:5]([O-:7])=[O:6])[C:9]([CH3:16])=[CH:10][C:11]=1[CH3:15]. (2) Given the reactants [CH:1]1([C:7](C([O-])=O)(O)[C:8]([CH:13]2C[CH2:17][CH2:16][CH2:15][CH2:14]2)([OH:12])C([O-])=O)CCCCC1.C(OO)(C)(C)C.CCCCCCCCCC, predict the reaction product. The product is: [CH2:1]=[CH:7][C@H:8]([OH:12])[CH2:13][CH2:14][CH2:15][C:16]#[CH:17]. (3) Given the reactants C[O:2][C:3](=[O:23])[CH:4]([C:11]1[CH:16]=[CH:15][C:14]([C:17]2[CH:18]=[N:19][CH:20]=[CH:21][CH:22]=2)=[CH:13][CH:12]=1)[CH2:5][CH:6]1[CH2:10][CH2:9][CH2:8][CH2:7]1.[OH-].[Li+], predict the reaction product. The product is: [CH:6]1([CH2:5][CH:4]([C:11]2[CH:12]=[CH:13][C:14]([C:17]3[CH:18]=[N:19][CH:20]=[CH:21][CH:22]=3)=[CH:15][CH:16]=2)[C:3]([OH:23])=[O:2])[CH2:10][CH2:9][CH2:8][CH2:7]1. (4) The product is: [CH3:1][N:2]([C:10]([C:12]1[CH:13]=[CH:14][C:15]([NH:18][CH:19]([C:24]2[CH:28]=[C:27]([C:29]3[CH:30]=[CH:31][CH:32]=[CH:33][CH:34]=3)[O:26][C:25]=2[CH3:35])[CH2:20][CH:21]([CH3:23])[CH3:22])=[CH:16][CH:17]=1)=[O:11])[CH2:3][CH2:4][C:5]([OH:7])=[O:6]. Given the reactants [CH3:1][N:2]([C:10]([C:12]1[CH:17]=[CH:16][C:15]([NH:18][CH:19]([C:24]2[CH:28]=[C:27]([C:29]3[CH:34]=[CH:33][CH:32]=[CH:31][CH:30]=3)[O:26][C:25]=2[CH3:35])[CH2:20][CH:21]([CH3:23])[CH3:22])=[CH:14][CH:13]=1)=[O:11])[CH2:3][CH2:4][C:5]([O:7]CC)=[O:6], predict the reaction product.